Dataset: Catalyst prediction with 721,799 reactions and 888 catalyst types from USPTO. Task: Predict which catalyst facilitates the given reaction. (1) Reactant: [OH-].[Na+].[CH2:3]([C:5]([S:22][CH2:23][CH2:24][CH2:25][CH2:26]/[CH:27]=[CH:28]\[CH2:29]/[CH:30]=[CH:31]\[CH2:32]/[CH:33]=[CH:34]\[CH2:35]/[CH:36]=[CH:37]\[CH2:38]/[CH:39]=[CH:40]\[CH2:41][CH3:42])([CH2:20][CH3:21])[C:6]([NH:8][C:9]1[CH:10]=[CH:11][C:12]([OH:19])=[C:13]([CH:18]=1)[C:14]([O:16]C)=[O:15])=[O:7])[CH3:4].Cl. Product: [CH2:3]([C:5]([S:22][CH2:23][CH2:24][CH2:25][CH2:26]/[CH:27]=[CH:28]\[CH2:29]/[CH:30]=[CH:31]\[CH2:32]/[CH:33]=[CH:34]\[CH2:35]/[CH:36]=[CH:37]\[CH2:38]/[CH:39]=[CH:40]\[CH2:41][CH3:42])([CH2:20][CH3:21])[C:6]([NH:8][C:9]1[CH:10]=[CH:11][C:12]([OH:19])=[C:13]([CH:18]=1)[C:14]([OH:16])=[O:15])=[O:7])[CH3:4]. The catalyst class is: 5. (2) Reactant: [OH:1][C@@H:2]([C@H:4]1[C:40](=[O:41])[N:6]2[C:7]([C:27]([O:29][CH2:30][C:31]3[CH:36]=[CH:35][C:34]([N+:37]([O-:39])=[O:38])=[CH:33][CH:32]=3)=[O:28])=[C:8]([C:11]3[S:15][C:14]4=[C:16]([C:19]([C:21]5[CH:22]=[N:23][CH:24]=[CH:25][CH:26]=5)=[O:20])[N:17]=[CH:18][N:13]4[CH:12]=3)[C@H:9]([CH3:10])[C@H:5]12)[CH3:3].[I:42][CH2:43][C:44]([NH2:46])=[O:45]. Product: [I-:42].[C:44]([CH2:43][N+:23]1[CH:24]=[CH:25][CH:26]=[C:21]([C:19]([C:16]2[N:17]=[CH:18][N:13]3[CH:12]=[C:11]([C:8]4[C@H:9]([CH3:10])[C@@H:5]5[C@@H:4]([C@H:2]([OH:1])[CH3:3])[C:40](=[O:41])[N:6]5[C:7]=4[C:27]([O:29][CH2:30][C:31]4[CH:32]=[CH:33][C:34]([N+:37]([O-:39])=[O:38])=[CH:35][CH:36]=4)=[O:28])[S:15][C:14]=23)=[O:20])[CH:22]=1)(=[O:45])[NH2:46]. The catalyst class is: 10. (3) Reactant: Cl.[C:2]1([C:8]2[C:19]([CH2:20][CH2:21][NH2:22])=[C:11]3[C:12]4[CH:18]=[CH:17][O:16][C:13]=4[CH:14]=[CH:15][N:10]3[N:9]=2)[CH:7]=[CH:6][CH:5]=[CH:4][CH:3]=1.C(N(CC)CC)C.[C:30](O[C:30](=[O:33])[CH2:31][CH3:32])(=[O:33])[CH2:31][CH3:32]. Product: [C:2]1([C:8]2[C:19]([CH2:20][CH2:21][NH:22][C:30](=[O:33])[CH2:31][CH3:32])=[C:11]3[C:12]4[CH:18]=[CH:17][O:16][C:13]=4[CH:14]=[CH:15][N:10]3[N:9]=2)[CH:3]=[CH:4][CH:5]=[CH:6][CH:7]=1. The catalyst class is: 685. (4) Reactant: [Cl:1][C:2]1[CH:3]=[C:4]2[C:8](=[CH:9][CH:10]=1)[NH:7][CH:6]=[C:5]2[CH:11]=[O:12].[H-].[Na+].[CH3:15][O:16][C:17]1[C:26]2[C:21](=[CH:22][CH:23]=[CH:24][CH:25]=2)[C:20]([S:27](Cl)(=[O:29])=[O:28])=[CH:19][C:18]=1[N:31]1[CH2:36][CH2:35][N:34]([C:37](=[O:42])[C:38]([Cl:41])([Cl:40])[Cl:39])[CH2:33][CH2:32]1. Product: [Cl:1][C:2]1[CH:3]=[C:4]2[C:8](=[CH:9][CH:10]=1)[N:7]([S:27]([C:20]1[C:21]3[C:26](=[CH:25][CH:24]=[CH:23][CH:22]=3)[C:17]([O:16][CH3:15])=[C:18]([N:31]3[CH2:36][CH2:35][N:34]([C:37](=[O:42])[C:38]([Cl:41])([Cl:39])[Cl:40])[CH2:33][CH2:32]3)[CH:19]=1)(=[O:28])=[O:29])[CH:6]=[C:5]2[CH:11]=[O:12]. The catalyst class is: 1. (5) Reactant: [CH2:1]=[C:2]1[C:14](=[O:15])[C:13]2[C:12]3[C:7](=[CH:8][CH:9]=[CH:10][CH:11]=3)[N:6]([CH2:16][C:17]3[CH:26]=[CH:25][C:20]([C:21]([O:23][CH3:24])=[O:22])=[CH:19][CH:18]=3)[C:5]=2[CH2:4][CH2:3]1.[NH:27]1[CH2:32][CH2:31][CH2:30][CH2:29][CH2:28]1. Product: [O:15]=[C:14]1[C:13]2[C:12]3[C:7](=[CH:8][CH:9]=[CH:10][CH:11]=3)[N:6]([CH2:16][C:17]3[CH:18]=[CH:19][C:20]([C:21]([O:23][CH3:24])=[O:22])=[CH:25][CH:26]=3)[C:5]=2[CH2:4][CH2:3][CH:2]1[CH2:1][N:27]1[CH2:32][CH2:31][CH2:30][CH2:29][CH2:28]1. The catalyst class is: 11. (6) Reactant: C[O:2][C:3](=[O:21])[CH2:4][CH2:5][N:6]1[C:11]2[CH:12]=[C:13]([CH3:16])[CH:14]=[CH:15][C:10]=2[O:9][CH:8]([CH:17]([CH3:19])[CH3:18])[C:7]1=[O:20].[OH-].[Na+]. Product: [CH:17]([CH:8]1[C:7](=[O:20])[N:6]([CH2:5][CH2:4][C:3]([OH:21])=[O:2])[C:11]2[CH:12]=[C:13]([CH3:16])[CH:14]=[CH:15][C:10]=2[O:9]1)([CH3:19])[CH3:18]. The catalyst class is: 5. (7) Reactant: O1CCOCC1.[Cl:7][C:8]1[C:17]([C:18]2[CH:23]=[CH:22][CH:21]=[CH:20][CH:19]=2)=[C:16]([Cl:24])[C:15]2[C:10](=[CH:11][CH:12]=[C:13]([CH:25]([C:27]3[O:31][N:30]=[C:29]([CH3:32])[CH:28]=3)[OH:26])[CH:14]=2)[N:9]=1. Product: [Cl:7][C:8]1[C:17]([C:18]2[CH:23]=[CH:22][CH:21]=[CH:20][CH:19]=2)=[C:16]([Cl:24])[C:15]2[C:10](=[CH:11][CH:12]=[C:13]([C:25]([C:27]3[O:31][N:30]=[C:29]([CH3:32])[CH:28]=3)=[O:26])[CH:14]=2)[N:9]=1. The catalyst class is: 485.